This data is from Catalyst prediction with 721,799 reactions and 888 catalyst types from USPTO. The task is: Predict which catalyst facilitates the given reaction. (1) Reactant: [Cl:1][C:2]1[CH:3]=[C:4]([CH:8]([NH:11][C:12]2[O:13][C:14]3[C:20]([O:21][CH3:22])=[CH:19][C:18]([C:23]([OH:25])=O)=[CH:17][C:15]=3[N:16]=2)[CH2:9][F:10])[CH:5]=[CH:6][CH:7]=1.Cl.[CH3:27][CH:28]1[O:33][CH2:32][C@@H:31]([CH3:34])[NH:30][CH2:29]1.C(N(CC)C(C)C)(C)C.CN(C(ON1N=NC2C=CC=NC1=2)=[N+](C)C)C.F[P-](F)(F)(F)(F)F. Product: [Cl:1][C:2]1[CH:3]=[C:4]([CH:8]([NH:11][C:12]2[O:13][C:14]3[C:20]([O:21][CH3:22])=[CH:19][C:18]([C:23]([N:30]4[C@H:31]([CH3:34])[CH2:32][O:33][CH:28]([CH3:27])[CH2:29]4)=[O:25])=[CH:17][C:15]=3[N:16]=2)[CH2:9][F:10])[CH:5]=[CH:6][CH:7]=1. The catalyst class is: 9. (2) Reactant: [CH2:1]([N:3]1[N:7]=[N:6][C:5]([CH2:8][N:9]2[C:14]3[CH:15]=[C:16]([C:18]4[CH:23]=[CH:22][CH:21]=[CH:20][C:19]=4[F:24])[S:17][C:13]=3[C:12](=[O:25])[N:11]([CH:26]3[CH2:31][CH2:30][N:29](C(OC(C)(C)C)=O)[CH2:28][CH2:27]3)[C:10]2=[O:39])=[N:4]1)[CH3:2].[ClH:40]. Product: [ClH:40].[CH2:1]([N:3]1[N:7]=[N:6][C:5]([CH2:8][N:9]2[C:14]3[CH:15]=[C:16]([C:18]4[CH:23]=[CH:22][CH:21]=[CH:20][C:19]=4[F:24])[S:17][C:13]=3[C:12](=[O:25])[N:11]([CH:26]3[CH2:31][CH2:30][NH:29][CH2:28][CH2:27]3)[C:10]2=[O:39])=[N:4]1)[CH3:2]. The catalyst class is: 12. (3) Reactant: [CH:1]1([O:6][C:7]2[CH:8]=[C:9]([CH:15]3[CH2:19][N:18]([CH2:20][C:21]([O-:23])=[O:22])[C:17](=[O:24])[CH2:16]3)[CH:10]=[CH:11][C:12]=2[O:13][CH3:14])[CH2:5][CH2:4][CH2:3][CH2:2]1.[OH-].[K+].Cl.O. Product: [CH:1]1([O:6][C:7]2[CH:8]=[C:9]([CH:15]3[CH2:19][N:18]([CH2:20][C:21]([OH:23])=[O:22])[C:17](=[O:24])[CH2:16]3)[CH:10]=[CH:11][C:12]=2[O:13][CH3:14])[CH2:5][CH2:4][CH2:3][CH2:2]1. The catalyst class is: 5. (4) Reactant: [Cl:1][C:2]1[C:10]2[N:9]=[N:8][N:7]([CH2:11][CH:12]3[CH2:14][CH2:13]3)[C:6]=2[CH:5]=[CH:4][C:3]=1[C:15]1[CH:20]=[CH:19][C:18]([CH2:21][N:22]2[CH2:27][CH2:26][NH:25][CH2:24][CH2:23]2)=[CH:17][CH:16]=1.[C:28]([CH2:30][C:31](O)=[O:32])#[N:29].F[P-](F)(F)(F)(F)F.N1(O[P+](N2CCCC2)(N2CCCC2)N2CCCC2)C2C=CC=CC=2N=N1.C(N(C(C)C)CC)(C)C. Product: [Cl:1][C:2]1[C:10]2[N:9]=[N:8][N:7]([CH2:11][CH:12]3[CH2:14][CH2:13]3)[C:6]=2[CH:5]=[CH:4][C:3]=1[C:15]1[CH:16]=[CH:17][C:18]([CH2:21][N:22]2[CH2:23][CH2:24][N:25]([C:31](=[O:32])[CH2:30][C:28]#[N:29])[CH2:26][CH2:27]2)=[CH:19][CH:20]=1. The catalyst class is: 4. (5) Reactant: [Cl:1][C:2]1[C:7]([CH:8]2[CH2:10][CH2:9]2)=[CH:6][C:5]([NH:11][CH2:12][C:13]([O:15]CC)=[O:14])=[C:4]([OH:18])[CH:3]=1.O1CCCC1.O[Li].O.Cl. Product: [Cl:1][C:2]1[C:7]([CH:8]2[CH2:10][CH2:9]2)=[CH:6][C:5]([NH:11][CH2:12][C:13]([OH:15])=[O:14])=[C:4]([OH:18])[CH:3]=1. The catalyst class is: 6. (6) Reactant: [CH3:1][N:2]([CH3:14])[C@@H:3]([CH3:13])[CH2:4][O:5][C:6]1[CH:7]=[CH:8][C:9]([F:12])=[N:10][CH:11]=1.O.[C:16]1([CH3:26])[CH:21]=[CH:20][C:19]([S:22]([OH:25])(=[O:24])=[O:23])=[CH:18][CH:17]=1.C(OCC)C. The catalyst class is: 13. Product: [C:16]1([CH3:26])[CH:17]=[CH:18][C:19]([S:22]([OH:25])(=[O:23])=[O:24])=[CH:20][CH:21]=1.[CH3:1][N:2]([CH3:14])[C@@H:3]([CH3:13])[CH2:4][O:5][C:6]1[CH:7]=[CH:8][C:9]([F:12])=[N:10][CH:11]=1. (7) Product: [Br:21][CH2:20][C:15]([C:5]1[C:6]([C:9]2[CH:14]=[CH:13][CH:12]=[CH:11][CH:10]=2)=[N:7][O:8][C:4]=1[CH2:3][O:2][CH3:1])=[O:16]. The catalyst class is: 28. Reactant: [CH3:1][O:2][CH2:3][C:4]1[O:8][N:7]=[C:6]([C:9]2[CH:14]=[CH:13][CH:12]=[CH:11][CH:10]=2)[C:5]=1[C:15](Cl)=[O:16].[N+](=[CH2:20])=[N-].[BrH:21]. (8) Reactant: [C:1]([C:3]1[CH:12]=[CH:11][C:6]([C:7]([O:9][CH3:10])=[O:8])=[CH:5][CH:4]=1)#[CH:2].C[N+]1[CH:19]=[CH:18][C:17]([C:20]2[C:41]3=NC(C=C3)=[C:20]([C:17]3[CH:18]=[CH:19][N+](C)=[CH:15][CH:16]=3)[C:41]3=NC(C=C3)=[C:20]([C:17]3[CH:18]=[CH:19][N+](C)=[CH:15][CH:16]=3)[C:41]3N[C:18](=[CH:19]C=3)[C:17]([C:20]3C=C[N+](C)=C[CH:41]=3)=[C:16]3NC=2C=[CH:15]3)=[CH:16][CH:15]=1.N#N.CN(C=[O:71])C. Product: [O:71]1[CH2:19][CH2:18][CH:17]([C:20]#[C:41][C:2]#[C:1][C:3]2[CH:12]=[CH:11][C:6]([C:7]([O:9][CH3:10])=[O:8])=[CH:5][CH:4]=2)[CH2:16][CH2:15]1. The catalyst class is: 110.